Predict the reactants needed to synthesize the given product. From a dataset of Full USPTO retrosynthesis dataset with 1.9M reactions from patents (1976-2016). (1) Given the product [CH3:1][C:2]1[N:6]([C:7]2[CH:8]=[C:9]([CH3:13])[CH:10]=[CH:11][CH:12]=2)[C:5]2[CH:14]=[CH:15][C:16]([C:18]([N:27]3[CH2:23][CH2:22][CH2:21][CH2:26][CH2:25]3)=[O:20])=[CH:17][C:4]=2[N:3]=1, predict the reactants needed to synthesize it. The reactants are: [CH3:1][C:2]1[N:6]([C:7]2[CH:8]=[C:9]([CH3:13])[CH:10]=[CH:11][CH:12]=2)[C:5]2[CH:14]=[CH:15][C:16]([C:18]([OH:20])=O)=[CH:17][C:4]=2[N:3]=1.[CH:21]1[CH:22]=[CH:23]C2N(O)N=[N:27][C:25]=2[CH:26]=1.N1CCCCC1.CCN=C=NCCCN(C)C.Cl. (2) The reactants are: [CH3:1][S:2]([C:5]1[CH:6]=[C:7]([C:11]([CH:23]2[CH2:27][CH2:26][CH2:25][CH2:24]2)([CH3:22])[C:12]([O:14][CH:15]2[CH2:20][CH2:19][N:18]([CH3:21])[CH2:17][CH2:16]2)=[O:13])[CH:8]=[CH:9][CH:10]=1)(=[O:4])=[O:3].[I:28][CH3:29]. Given the product [I-:28].[CH3:1][S:2]([C:5]1[CH:6]=[C:7]([C:11]([CH:23]2[CH2:24][CH2:25][CH2:26][CH2:27]2)([CH3:22])[C:12]([O:14][CH:15]2[CH2:20][CH2:19][N+:18]([CH3:29])([CH3:21])[CH2:17][CH2:16]2)=[O:13])[CH:8]=[CH:9][CH:10]=1)(=[O:4])=[O:3], predict the reactants needed to synthesize it.